From a dataset of Catalyst prediction with 721,799 reactions and 888 catalyst types from USPTO. Predict which catalyst facilitates the given reaction. (1) Reactant: [H-].[Na+].[C:3](N1C=CN=C1)(N1C=CN=C1)=[O:4].[NH2:15][C:16]1[CH:23]=[C:22]([N+:24]([O-:26])=[O:25])[CH:21]=[CH:20][C:17]=1[CH2:18][OH:19].[Cl-].[NH4+]. Product: [N+:24]([C:22]1[CH:21]=[CH:20][C:17]2[CH2:18][O:19][C:3](=[O:4])[NH:15][C:16]=2[CH:23]=1)([O-:26])=[O:25]. The catalyst class is: 7. (2) Reactant: [CH3:1][O:2][C:3]1[CH:4]=[C:5]2[O:9][C:8]([C:10]3[N:11]=[C:12]4[CH:17]=[CH:16][C:15]([CH3:18])=[N:14][N:13]4[CH:19]=3)=[CH:7][C:6]2=[C:20]([OH:22])[CH:21]=1.[Br:23][C:24]1[S:25][CH:26]=[C:27]([CH2:29]Br)[N:28]=1.C(=O)([O-])[O-].[K+].[K+]. Product: [Br:23][C:24]1[S:25][CH:26]=[C:27]([CH2:29][O:22][C:20]2[C:6]3[CH:7]=[C:8]([C:10]4[N:11]=[C:12]5[CH:17]=[CH:16][C:15]([CH3:18])=[N:14][N:13]5[CH:19]=4)[O:9][C:5]=3[CH:4]=[C:3]([O:2][CH3:1])[CH:21]=2)[N:28]=1. The catalyst class is: 3.